Dataset: Full USPTO retrosynthesis dataset with 1.9M reactions from patents (1976-2016). Task: Predict the reactants needed to synthesize the given product. (1) Given the product [C:1]1([S:7]([O:10][C:11]2[C:20]([Br:21])=[C:19]3[C:14]([CH:15]=[CH:16][C:17]([CH:22]([OH:26])[CH2:23][CH2:24][NH:28][CH3:27])=[N:18]3)=[CH:13][CH:12]=2)(=[O:8])=[O:9])[CH:6]=[CH:5][CH:4]=[CH:3][CH:2]=1, predict the reactants needed to synthesize it. The reactants are: [C:1]1([S:7]([O:10][C:11]2[C:20]([Br:21])=[C:19]3[C:14]([CH:15]=[CH:16][C:17]([CH:22]([OH:26])[CH2:23][CH:24]=O)=[N:18]3)=[CH:13][CH:12]=2)(=[O:9])=[O:8])[CH:6]=[CH:5][CH:4]=[CH:3][CH:2]=1.[CH3:27][NH2:28].[BH-](OC(C)=O)(OC(C)=O)OC(C)=O.[Na+].Cl.C([O-])(O)=O.[Na+]. (2) Given the product [CH3:1][O:2][C:3]1[CH:8]=[C:7]([O:9][CH3:10])[CH:6]=[CH:5][C:4]=1[C@H:11]1[NH:12][C@@H:13]([CH2:18][C:19]2[CH:20]=[CH:21][C:22]([OH:25])=[CH:23][CH:24]=2)[C:14](=[O:17])[S:15][CH2:16]1, predict the reactants needed to synthesize it. The reactants are: [CH3:1][O:2][C:3]1[CH:8]=[C:7]([O:9][CH3:10])[CH:6]=[CH:5][C:4]=1[C:11]1[NH:12][C@@H:13]([CH2:18][C:19]2[CH:24]=[CH:23][C:22]([OH:25])=[CH:21][CH:20]=2)[C:14](=[O:17])[S:15][CH:16]=1.COC1C=C(OC)C=CC=1C1CSC(=O)[C@H](CC2C=CC(O)=CC=2)N=1.O1CCCC1.